From a dataset of Forward reaction prediction with 1.9M reactions from USPTO patents (1976-2016). Predict the product of the given reaction. Given the reactants [NH2:1][C:2]1[CH:3]=[C:4]([CH:10]=[CH:11][C:12]=1[NH:13][CH:14]1[CH2:19][CH2:18][CH2:17][CH2:16][CH2:15]1)[C:5]([O:7][CH2:8][CH3:9])=[O:6].[C:20]1(/[CH:28]=[CH:29]/[C:30]2[CH:35]=[CH:34][CH:33]=[CH:32][CH:31]=2)[CH:25]=[CH:24][C:23]([CH:26]=O)=[CH:22][CH:21]=1.C1C=CC2C(=NO[N+]=2[O-])C=1.[OH-].[Na+], predict the reaction product. The product is: [CH:14]1([N:13]2[C:12]3[CH:11]=[CH:10][C:4]([C:5]([O:7][CH2:8][CH3:9])=[O:6])=[CH:3][C:2]=3[N:1]=[C:26]2[C:23]2[CH:24]=[CH:25][C:20](/[CH:28]=[CH:29]/[C:30]3[CH:35]=[CH:34][CH:33]=[CH:32][CH:31]=3)=[CH:21][CH:22]=2)[CH2:19][CH2:18][CH2:17][CH2:16][CH2:15]1.